This data is from Reaction yield outcomes from USPTO patents with 853,638 reactions. The task is: Predict the reaction yield, written as a fraction of the theoretical maximum amount of product (1.0 means a 100% yield; for example, 0.34 means a 34% yield). (1) The reactants are [Si:1]([O:8][C@H:9]1[CH2:13][C@@H:12]([O:14][CH2:15][C:16]([O:18]C)=O)[CH:11]=[CH:10]1)([C:4]([CH3:7])([CH3:6])[CH3:5])([CH3:3])[CH3:2].CC(C[AlH]CC(C)C)C.O([Sn](CCCC)(CCCC)CCCC)[Sn](CCCC)(CCCC)CCCC.[SiH2](C1C=CC=CC=1)C1C=CC=CC=1.CC(N=NC(C#N)(C)C)(C#N)C. The catalyst is C(Cl)Cl.CCOCC.Cl.CCO. The product is [Si:1]([O:8][C@H:9]1[CH2:13][C@H:12]2[O:14][CH2:15][C@H:16]([OH:18])[C@H:11]2[CH2:10]1)([C:4]([CH3:7])([CH3:6])[CH3:5])([CH3:3])[CH3:2]. The yield is 0.640. (2) The reactants are C(OC(O[C:12]([CH3:15])([CH3:14])[CH3:13])=O)(O[C:12]([CH3:15])([CH3:14])[CH3:13])=O.Cl.Cl.[NH2:18][C:19]1[C:23]([NH2:24])=[CH:22][S:21][CH:20]=1.[CH2:25](N(CC)CC)C.[OH2:32]. The catalyst is C1COCC1. The product is [NH2:18][C:19]1[C:23]([NH:24][C:25]([C:12]([CH3:13])([CH3:14])[CH3:15])=[O:32])=[CH:22][S:21][CH:20]=1. The yield is 0.580. (3) The reactants are [CH2:1]([C:5]1[C:6]2[N:7]([CH:12]=[C:13]([C:15]3[CH:20]=[CH:19][CH:18]=[CH:17][C:16]=3[O:21][CH3:22])[N:14]=2)[CH2:8][C:9](=O)[N:10]=1)[CH2:2][CH2:3][CH3:4].B.C1COCC1.Cl.C([O-])([O-])=O.[K+].[K+]. The catalyst is C1COCC1. The product is [CH2:1]([CH:5]1[NH:10][CH2:9][CH2:8][N:7]2[CH:12]=[C:13]([C:15]3[CH:20]=[CH:19][CH:18]=[CH:17][C:16]=3[O:21][CH3:22])[N:14]=[C:6]12)[CH2:2][CH2:3][CH3:4]. The yield is 0.920. (4) The reactants are [CH3:1][CH:2]1[C:11](=O)[N:10]2[CH:13]3[CH2:18][CH2:17][N:16]([C:19]([O:21][CH2:22][CH3:23])=[O:20])[CH2:15][CH:14]3[C:8]3[C:9]2=[C:4]([CH:5]=[CH:6][CH:7]=3)[N:3]1[C:24]([O:26][CH2:27][CH3:28])=[O:25]. The catalyst is C1COCC1.O. The product is [CH3:1][CH:2]1[CH2:11][N:10]2[CH:13]3[CH2:18][CH2:17][N:16]([C:19]([O:21][CH2:22][CH3:23])=[O:20])[CH2:15][CH:14]3[C:8]3[C:9]2=[C:4]([CH:5]=[CH:6][CH:7]=3)[N:3]1[C:24]([O:26][CH2:27][CH3:28])=[O:25]. The yield is 0.690. (5) The catalyst is C(Cl)Cl.CCOC(C)=O. The reactants are [N:1]1[C:9]([N:10]2[CH2:15][CH2:14][CH:13]([CH2:16][OH:17])[CH2:12][CH2:11]2)=[C:8]2[C:4]([NH:5][CH:6]=[N:7]2)=[N:3][CH:2]=1.CC(OI1(OC(C)=O)(OC(C)=O)OC(=O)C2C=CC=CC1=2)=O.O. The product is [N:1]1[C:9]([N:10]2[CH2:15][CH2:14][CH:13]([CH:16]=[O:17])[CH2:12][CH2:11]2)=[C:8]2[C:4]([NH:5][CH:6]=[N:7]2)=[N:3][CH:2]=1. The yield is 0.480. (6) The reactants are [Cl:1][C:2]1[CH:3]=[C:4]([CH:8]=[CH:9][C:10]=1[N:11]([CH2:28][CH2:29][OH:30])[C:12]([C:14]1[S:27][C:17]2[C:18]3[CH:26]=[CH:25][CH:24]=[CH:23][C:19]=3[O:20][CH2:21][CH2:22][C:16]=2[CH:15]=1)=[O:13])[C:5](O)=[O:6].[CH3:31][NH:32][CH3:33]. No catalyst specified. The product is [Cl:1][C:2]1[CH:3]=[C:4]([C:5](=[O:6])[N:32]([CH3:33])[CH3:31])[CH:8]=[CH:9][C:10]=1[N:11]([CH2:28][CH2:29][OH:30])[C:12]([C:14]1[S:27][C:17]2[C:18]3[CH:26]=[CH:25][CH:24]=[CH:23][C:19]=3[O:20][CH2:21][CH2:22][C:16]=2[CH:15]=1)=[O:13]. The yield is 0.500. (7) The reactants are [CH3:1][O:2][C:3]1[CH:4]=[C:5]([NH:11][C:12](=[O:26])[CH2:13][N:14]2[C:18]3[C:19]([C:23](O)=[O:24])=[CH:20][CH:21]=[CH:22][C:17]=3[N:16]=[CH:15]2)[CH:6]=[C:7]([O:9][CH3:10])[CH:8]=1. The catalyst is C1COCC1. The product is [CH3:10][O:9][C:7]1[CH:6]=[C:5]([NH:11][C:12](=[O:26])[CH2:13][N:14]2[C:18]3[C:19]([CH2:23][OH:24])=[CH:20][CH:21]=[CH:22][C:17]=3[N:16]=[CH:15]2)[CH:4]=[C:3]([O:2][CH3:1])[CH:8]=1. The yield is 0.0700.